Dataset: Catalyst prediction with 721,799 reactions and 888 catalyst types from USPTO. Task: Predict which catalyst facilitates the given reaction. (1) Reactant: CS[CH2:3][N:4]1[C:13]2[C:8](=[CH:9][CH:10]=[CH:11][CH:12]=2)[N:7]=[C:6]([C:14]([O:16][CH2:17][CH3:18])=[O:15])[C:5]1=[O:19].S(Cl)([Cl:23])(=O)=O. Product: [Cl:23][CH2:3][N:4]1[C:13]2[C:8](=[CH:9][CH:10]=[CH:11][CH:12]=2)[N:7]=[C:6]([C:14]([O:16][CH2:17][CH3:18])=[O:15])[C:5]1=[O:19]. The catalyst class is: 4. (2) Reactant: [Cl:1][C:2]1[CH:3]=[C:4]([NH:11][S:12]([C:15]2[CH:20]=[CH:19][C:18]([Cl:21])=[C:17]([C:22]([F:25])([F:24])[F:23])[CH:16]=2)(=[O:14])=[O:13])[C:5]([C:8]([OH:10])=O)=[N:6][CH:7]=1.[CH3:26][C:27]1([CH3:34])[CH:32]([OH:33])[CH2:31][CH2:30][NH:29][CH2:28]1.CN(C(ON1N=NC2C=CC=NC1=2)=[N+](C)C)C.F[P-](F)(F)(F)(F)F.CCN(C(C)C)C(C)C. Product: [Cl:21][C:18]1[CH:19]=[CH:20][C:15]([S:12]([NH:11][C:4]2[C:5]([C:8]([N:29]3[CH2:30][CH2:31][C@H:32]([OH:33])[C:27]([CH3:34])([CH3:26])[CH2:28]3)=[O:10])=[N:6][CH:7]=[C:2]([Cl:1])[CH:3]=2)(=[O:13])=[O:14])=[CH:16][C:17]=1[C:22]([F:24])([F:25])[F:23]. The catalyst class is: 3. (3) Reactant: [CH2:1]([O:5][C:6]1[N:14]=[C:13]2[C:9]([NH:10][C:11]([O:15][CH3:16])=[N:12]2)=[C:8]([NH2:17])[N:7]=1)[CH2:2][CH2:3][CH3:4].[Br:18][CH2:19][CH2:20][CH:21](Br)C.C(=O)([O-])[O-].[K+].[K+].O. Product: [Br:18][CH2:19][CH2:20][CH2:21][N:12]1[C:11]([O:15][CH3:16])=[N:10][C:9]2[C:13]1=[N:14][C:6]([O:5][CH2:1][CH2:2][CH2:3][CH3:4])=[N:7][C:8]=2[NH2:17]. The catalyst class is: 42. (4) Reactant: [NH2:1][C:2]1[S:3][CH:4]=[C:5]([CH3:7])[N:6]=1.CCN(CC)CC.Cl[C:16]([O:18][C:19]1[CH:24]=[CH:23][CH:22]=[CH:21][CH:20]=1)=[O:17]. Product: [CH3:7][C:5]1[N:6]=[C:2]([NH:1][C:16](=[O:17])[O:18][C:19]2[CH:24]=[CH:23][CH:22]=[CH:21][CH:20]=2)[S:3][CH:4]=1. The catalyst class is: 2. (5) Reactant: [Cl:1][C:2]1[CH:3]=[C:4]([C:8]2[O:12][N:11]=[C:10]([C@@H:13]([N:15]([CH3:28])[C:16]3[N:20]([CH3:21])[C:19]([C:22]4[CH:27]=[CH:26][N:25]=[CH:24][CH:23]=4)=[N:18][N:17]=3)[CH3:14])[N:9]=2)[CH:5]=[CH:6][CH:7]=1.OO.NC(N)=[O:33].FC(F)(F)C(OC(=O)C(F)(F)F)=O. Product: [Cl:1][C:2]1[CH:3]=[C:4]([C:8]2[O:12][N:11]=[C:10]([C@@H:13]([N:15]([CH3:28])[C:16]3[N:20]([CH3:21])[C:19]([C:22]4[CH:23]=[CH:24][N+:25]([O-:33])=[CH:26][CH:27]=4)=[N:18][N:17]=3)[CH3:14])[N:9]=2)[CH:5]=[CH:6][CH:7]=1. The catalyst class is: 2. (6) Reactant: C1(P(C2C=CC=CC=2)C2C=CC=CC=2)C=CC=CC=1.[OH:20][CH2:21][CH2:22][NH:23][C:24](=[O:30])[O:25][C:26]([CH3:29])([CH3:28])[CH3:27].[CH:31]1[C:43]2[CH:42]([CH2:44][O:45][C:46]([NH:48][C@H:49]([C:54]3[CH:59]=[CH:58][C:57](O)=[CH:56][CH:55]=3)[C:50]([O:52][CH3:53])=[O:51])=[O:47])[C:41]3[C:36](=[CH:37][CH:38]=[CH:39][CH:40]=3)[C:35]=2[CH:34]=[CH:33][CH:32]=1.N(C(OCC)=O)=NC(OCC)=O. Product: [C:26]([O:25][C:24]([NH:23][CH2:22][CH2:21][O:20][C:57]1[CH:58]=[CH:59][C:54]([C@@H:49]([NH:48][C:46]([O:45][CH2:44][CH:42]2[C:43]3[CH:31]=[CH:32][CH:33]=[CH:34][C:35]=3[C:36]3[C:41]2=[CH:40][CH:39]=[CH:38][CH:37]=3)=[O:47])[C:50]([O:52][CH3:53])=[O:51])=[CH:55][CH:56]=1)=[O:30])([CH3:27])([CH3:29])[CH3:28]. The catalyst class is: 1. (7) Reactant: C[C:2]1[N:3]=[CH:4][N:5]([C:7]([C:20]2[CH:25]=CC=CC=2)(C2C=CC=CC=2)C2C=CC=CC=2)[CH:6]=1.I[CH2:27]CC. Product: [CH3:27][C:6]1[N:5]([CH2:7][CH2:20][CH3:25])[CH:4]=[N:3][CH:2]=1. The catalyst class is: 577.